Task: Predict the reaction yield, written as a fraction of the theoretical maximum amount of product (1.0 means a 100% yield; for example, 0.34 means a 34% yield).. Dataset: Reaction yield outcomes from USPTO patents with 853,638 reactions The reactants are [CH3:1][N:2]1[CH2:7][CH2:6][NH:5][CH2:4][CH2:3]1.Cl[C:9]1[CH:14]=[CH:13][C:12]([C:15]2[CH:19]=[C:18](/[CH:20]=[CH:21]/[C:22]3[CH:27]=[CH:26][C:25]([OH:28])=[CH:24][CH:23]=3)[NH:17][N:16]=2)=[CH:11][CH:10]=1.CC([O-])(C)C.[Na+]. The catalyst is C1(C)C=CC=CC=1.CO. The product is [CH3:1][N:2]1[CH2:7][CH2:6][N:5]([C:9]2[CH:10]=[CH:11][C:12]([C:15]3[CH:19]=[C:18](/[CH:20]=[CH:21]/[C:22]4[CH:23]=[CH:24][C:25]([OH:28])=[CH:26][CH:27]=4)[NH:17][N:16]=3)=[CH:13][CH:14]=2)[CH2:4][CH2:3]1. The yield is 0.0900.